From a dataset of Full USPTO retrosynthesis dataset with 1.9M reactions from patents (1976-2016). Predict the reactants needed to synthesize the given product. Given the product [C:30]([CH2:31][NH:32][C:17]([C@@H:15]1[CH2:16][CH:12]([S:9]([C:3]2[CH:4]=[CH:5][C:6]([F:8])=[CH:7][C:2]=2[Cl:1])(=[O:11])=[O:10])[CH2:13][C@H:14]1[CH2:20][O:21][C:22]1[CH:27]=[CH:26][C:25]([F:28])=[CH:24][CH:23]=1)=[O:19])#[N:29], predict the reactants needed to synthesize it. The reactants are: [Cl:1][C:2]1[CH:7]=[C:6]([F:8])[CH:5]=[CH:4][C:3]=1[S:9]([CH:12]1[CH2:16][C@@H:15]([C:17]([OH:19])=O)[C@H:14]([CH2:20][O:21][C:22]2[CH:27]=[CH:26][C:25]([F:28])=[CH:24][CH:23]=2)[CH2:13]1)(=[O:11])=[O:10].[NH2:29][CH2:30][C:31]#[N:32].